Dataset: KCNQ2 potassium channel screen with 302,405 compounds. Task: Binary Classification. Given a drug SMILES string, predict its activity (active/inactive) in a high-throughput screening assay against a specified biological target. The drug is Brc1ccc(S(=O)(=O)NCC(N2CCc3c(C2)cccc3)c2occc2)cc1. The result is 0 (inactive).